This data is from Reaction yield outcomes from USPTO patents with 853,638 reactions. The task is: Predict the reaction yield, written as a fraction of the theoretical maximum amount of product (1.0 means a 100% yield; for example, 0.34 means a 34% yield). The reactants are [Br:1][C:2]1[CH:7]=[CH:6][C:5]([C:8]2[NH:12][C:11](=[O:13])[C:10]3([CH2:18][CH2:17][N:16]([C:19]([O:21][CH3:22])=[O:20])[CH2:15][CH2:14]3)[N:9]=2)=[CH:4][CH:3]=1.Br[CH2:24][C@@H:25]1[CH2:29][CH2:28][N:27]([C:30]([O:32][C:33]([CH3:36])([CH3:35])[CH3:34])=[O:31])[CH2:26]1.C([O-])([O-])=O.[Cs+].[Cs+]. The catalyst is CN(C=O)C. The product is [Br:1][C:2]1[CH:7]=[CH:6][C:5]([C:8]2[N:12]([CH2:24][C@@H:25]3[CH2:29][CH2:28][N:27]([C:30]([O:32][C:33]([CH3:34])([CH3:36])[CH3:35])=[O:31])[CH2:26]3)[C:11](=[O:13])[C:10]3([CH2:14][CH2:15][N:16]([C:19]([O:21][CH3:22])=[O:20])[CH2:17][CH2:18]3)[N:9]=2)=[CH:4][CH:3]=1. The yield is 0.810.